Dataset: Peptide-MHC class I binding affinity with 185,985 pairs from IEDB/IMGT. Task: Regression. Given a peptide amino acid sequence and an MHC pseudo amino acid sequence, predict their binding affinity value. This is MHC class I binding data. (1) The peptide sequence is NFFHASLAY. The MHC is HLA-B27:03 with pseudo-sequence HLA-B27:03. The binding affinity (normalized) is 0.0847. (2) The peptide sequence is SDYLEKDTI. The MHC is Mamu-B01 with pseudo-sequence Mamu-B01. The binding affinity (normalized) is 1.00.